This data is from Peptide-MHC class I binding affinity with 185,985 pairs from IEDB/IMGT. The task is: Regression. Given a peptide amino acid sequence and an MHC pseudo amino acid sequence, predict their binding affinity value. This is MHC class I binding data. (1) The binding affinity (normalized) is 0.657. The MHC is HLA-A68:01 with pseudo-sequence HLA-A68:01. The peptide sequence is AIFQRSMTR. (2) The peptide sequence is ADQAIANGV. The MHC is HLA-B44:02 with pseudo-sequence HLA-B44:02. The binding affinity (normalized) is 0.112. (3) The peptide sequence is GIADIRDKY. The MHC is HLA-A68:01 with pseudo-sequence HLA-A68:01. The binding affinity (normalized) is 0.283. (4) The peptide sequence is ALAPSTMKI. The MHC is HLA-A68:02 with pseudo-sequence HLA-A68:02. The binding affinity (normalized) is 0.842. (5) The MHC is HLA-A02:01 with pseudo-sequence HLA-A02:01. The binding affinity (normalized) is 0.376. The peptide sequence is SFQVDCFLW. (6) The peptide sequence is LLPRVVGGK. The MHC is HLA-A03:01 with pseudo-sequence HLA-A03:01. The binding affinity (normalized) is 0.776. (7) The peptide sequence is KELSPRWYF. The MHC is HLA-B18:01 with pseudo-sequence HLA-B18:01. The binding affinity (normalized) is 0.303. (8) The peptide sequence is LRARGETY. The MHC is HLA-B27:05 with pseudo-sequence HLA-B27:05. The binding affinity (normalized) is 0.318. (9) The peptide sequence is ITAVNRYFK. The MHC is HLA-B15:17 with pseudo-sequence HLA-B15:17. The binding affinity (normalized) is 0.0847. (10) The peptide sequence is SPRSRNRSF. The MHC is HLA-B40:01 with pseudo-sequence HLA-B40:01. The binding affinity (normalized) is 0.0847.